The task is: Predict the reaction yield, written as a fraction of the theoretical maximum amount of product (1.0 means a 100% yield; for example, 0.34 means a 34% yield).. This data is from Reaction yield outcomes from USPTO patents with 853,638 reactions. (1) The reactants are C(OC([N:8]1[C:16]2[C:11](=[CH:12][CH:13]=[CH:14][CH:15]=2)[C@H:10]([CH2:17][C:18]([OH:20])=[O:19])[CH2:9]1)=O)(C)(C)C.Cl.[CH3:22]O. The catalyst is C(OCC)C. The product is [NH:8]1[C:16]2[C:11](=[CH:12][CH:13]=[CH:14][CH:15]=2)[C@H:10]([CH2:17][C:18]([O:20][CH3:22])=[O:19])[CH2:9]1. The yield is 1.00. (2) The reactants are [Cl:1][C:2]1[C:7]([C:8](Cl)=[O:9])=[C:6]([Cl:11])[N:5]=[CH:4][N:3]=1.[CH2:12]([O:19][C:20]1[CH:37]=[CH:36][C:23]([NH:24][CH2:25][C@H:26]([O:28][Si:29]([C:32]([CH3:35])([CH3:34])[CH3:33])([CH3:31])[CH3:30])[CH3:27])=[CH:22][C:21]=1[F:38])[C:13]1[CH:18]=[CH:17][CH:16]=[CH:15][CH:14]=1.C(N(CC)CC)C. The catalyst is C1COCC1. The product is [CH2:12]([O:19][C:20]1[CH:37]=[CH:36][C:23]([N:24]([CH2:25][C@H:26]([O:28][Si:29]([C:32]([CH3:35])([CH3:34])[CH3:33])([CH3:30])[CH3:31])[CH3:27])[C:8]([C:7]2[C:6]([Cl:11])=[N:5][CH:4]=[N:3][C:2]=2[Cl:1])=[O:9])=[CH:22][C:21]=1[F:38])[C:13]1[CH:14]=[CH:15][CH:16]=[CH:17][CH:18]=1. The yield is 1.02. (3) The reactants are C(O[C:6]1[CH:15]=[C:14]2[C:9]([CH:10]=[CH:11][C:12]([OH:16])=[CH:13]2)=[CH:8][CH:7]=1)CCC. The catalyst is C1C2C(=CC=CC=2)C=CC=1O.C(Cl)(Cl)(Cl)Cl. The product is [CH:7]1[CH:8]=[C:9]2[CH:10]=[CH:11][C:12]([OH:16])=[C:13]([C:13]3[C:14]4[C:9](=[CH:8][CH:7]=[CH:6][CH:15]=4)[CH:10]=[CH:11][C:12]=3[OH:16])[C:14]2=[CH:15][CH:6]=1. The yield is 0.990. (4) The reactants are [CH3:1][C:2]1[N:3]([CH:18]([C:20](=[O:22])[CH3:21])[CH3:19])[C:4]2[C:9]([C:10]=1[C:11]([O:13][C:14]([CH3:17])([CH3:16])[CH3:15])=[O:12])=[CH:8][CH:7]=[CH:6][CH:5]=2.[CH3:23][C:24]1[CH:29]=[CH:28][C:27]([S:30](Cl)(=[O:32])=[O:31])=[CH:26][CH:25]=1.N12CCN(CC1)CC2.O. The catalyst is ClCCl. The product is [CH3:1][C:2]1[N:3]([CH:18]([CH:20]([O:22][S:30]([C:27]2[CH:28]=[CH:29][C:24]([CH3:23])=[CH:25][CH:26]=2)(=[O:32])=[O:31])[CH3:21])[CH3:19])[C:4]2[C:9]([C:10]=1[C:11]([O:13][C:14]([CH3:15])([CH3:17])[CH3:16])=[O:12])=[CH:8][CH:7]=[CH:6][CH:5]=2. The yield is 0.960. (5) The reactants are [CH3:1][O:2][C:3]1[CH:8]=[CH:7][C:6]([N+:9]([O-:11])=[O:10])=[CH:5][C:4]=1[N:12]([CH3:17])[C:13](=O)[CH2:14][CH3:15].B.CSC. The catalyst is C1COCC1. The product is [CH3:1][O:2][C:3]1[CH:8]=[CH:7][C:6]([N+:9]([O-:11])=[O:10])=[CH:5][C:4]=1[N:12]([CH3:17])[CH2:13][CH2:14][CH3:15]. The yield is 0.960.